This data is from Forward reaction prediction with 1.9M reactions from USPTO patents (1976-2016). The task is: Predict the product of the given reaction. (1) Given the reactants Br[CH2:2][C:3]([C:5]1[CH:10]=[CH:9][C:8]([NH:11][C:12](=[O:17])[C:13]([F:16])([F:15])[F:14])=[C:7]([CH3:18])[CH:6]=1)=O.[Br:19][C:20]1[CH:21]=[CH:22][C:23](N)=[N:24][CH:25]=1.[CH2:27](O)C, predict the reaction product. The product is: [Br:19][C:20]1[CH:21]=[CH:22][C:23]2[N:24]([CH:2]=[C:3]([C:5]3[CH:10]=[CH:9][C:8]([NH:11][C:12](=[O:17])[C:13]([F:16])([F:15])[F:14])=[C:7]([CH3:18])[CH:6]=3)[CH:27]=2)[CH:25]=1. (2) Given the reactants [CH2:1]([O:8][C:9]([N:11]1[CH2:16][CH2:15][CH:14]([C:17]([CH:19]([CH:27]([C:38]2[CH:43]=[CH:42][C:41]([O:44][CH3:45])=[CH:40][CH:39]=2)[C:28]([C:30]2[CH:35]=[CH:34][C:33]([O:36][CH3:37])=[CH:32][CH:31]=2)=[O:29])C(OC(C)(C)C)=O)=[O:18])[CH2:13][CH2:12]1)=[O:10])[C:2]1[CH:7]=[CH:6][CH:5]=[CH:4][CH:3]=1.FC(F)(F)C(O)=O, predict the reaction product. The product is: [CH2:1]([O:8][C:9]([N:11]1[CH2:12][CH2:13][CH:14]([C:17](=[O:18])[CH2:19][CH:27]([C:38]2[CH:39]=[CH:40][C:41]([O:44][CH3:45])=[CH:42][CH:43]=2)[C:28]([C:30]2[CH:31]=[CH:32][C:33]([O:36][CH3:37])=[CH:34][CH:35]=2)=[O:29])[CH2:15][CH2:16]1)=[O:10])[C:2]1[CH:7]=[CH:6][CH:5]=[CH:4][CH:3]=1. (3) Given the reactants [CH:1]1[N:5]([CH:6]([O:9][CH:10]([CH:25]=[O:26])[CH2:11][O:12][P:13]([O:16][P:17]([O:20][P:21]([OH:24])([OH:23])=[O:22])([OH:19])=[O:18])([OH:15])=[O:14])[CH:7]=[O:8])[C:4]2[NH:27][C:28]([NH2:32])=[N:29][C:30](=[O:31])[C:3]=2[N:2]=1.[Na].B([O-])([O-])[O-].[Na+].[Na+].[Na+].[BH4-].[Na+], predict the reaction product. The product is: [P:13]([O:12][CH2:11][C@H:10]1[O:9][C@@H:6]([N:5]2[C:4]3[N:27]=[C:28]([NH2:32])[NH:29][C:30](=[O:31])[C:3]=3[N:2]=[CH:1]2)[C@H:7]([OH:8])[C@@H:25]1[OH:26])([O:16][P:17]([O:20][P:21]([OH:23])([OH:24])=[O:22])([OH:19])=[O:18])(=[O:15])[OH:14]. (4) The product is: [Cl:12][C:13]1[CH:14]=[C:15]([C:24]([C:25]2[CH:30]=[CH:29][CH:28]=[CH:27][CH:26]=2)=[O:31])[C:16]([O:19][CH3:20])=[N:17][CH:18]=1. Given the reactants [Li]C(CC)C.C1CCCCC1.[Cl:12][C:13]1[CH:14]=[CH:15][C:16]([O:19][CH3:20])=[N:17][CH:18]=1.CON(C)[C:24](=[O:31])[C:25]1[CH:30]=[CH:29][CH:28]=[CH:27][CH:26]=1.Cl, predict the reaction product. (5) Given the reactants [Cl:1][C:2]1[N:7]=[C:6](Cl)[C:5]([NH:9][CH:10]2[CH2:15][CH2:14][S:13][CH2:12][CH2:11]2)=[CH:4][N:3]=1.Cl.[NH:17]1[CH2:22][CH2:21][O:20][CH2:19][CH:18]1[C:23](O)=[O:24].C(N(C(C)C)CC)(C)C.O, predict the reaction product. The product is: [Cl:1][C:2]1[N:3]=[CH:4][C:5]2[N:9]([CH:10]3[CH2:15][CH2:14][S:13][CH2:12][CH2:11]3)[C:23](=[O:24])[CH:18]3[CH2:19][O:20][CH2:21][CH2:22][N:17]3[C:6]=2[N:7]=1. (6) Given the reactants [Br:1][C:2]1[CH:7]=[CH:6][C:5]([C:8]2([CH2:11][C:12]#N)[CH2:10][CH2:9]2)=[CH:4][CH:3]=1.[OH-:14].[K+].[OH2:16], predict the reaction product. The product is: [Br:1][C:2]1[CH:7]=[CH:6][C:5]([C:8]2([CH2:11][C:12]([OH:16])=[O:14])[CH2:10][CH2:9]2)=[CH:4][CH:3]=1.